This data is from Reaction yield outcomes from USPTO patents with 853,638 reactions. The task is: Predict the reaction yield, written as a fraction of the theoretical maximum amount of product (1.0 means a 100% yield; for example, 0.34 means a 34% yield). (1) The product is [C:5]([O:9][C:10]([N:12]([CH2:17][C:18]1[CH:19]=[CH:20][C:21]([CH2:22][NH2:23])=[CH:24][CH:25]=1)[CH2:13][CH:14]([CH3:16])[CH3:15])=[O:11])([CH3:7])([CH3:8])[CH3:6]. The catalyst is C1COCC1.CO. The reactants are B.CSC.[C:5]([O:9][C:10]([N:12]([CH2:17][C:18]1[CH:25]=[CH:24][C:21]([C:22]#[N:23])=[CH:20][CH:19]=1)[CH2:13][CH:14]([CH3:16])[CH3:15])=[O:11])([CH3:8])([CH3:7])[CH3:6].OS([O-])(=O)=O.[K+].[OH-].[Na+]. The yield is 0.470. (2) The reactants are [Cl:1][C:2]1[CH:7]=[C:6]([Cl:8])[CH:5]=[CH:4][C:3]=1[C:9]1[N:10]=[C:11](/[CH:16]=[CH:17]/[C:18]2[CH:23]=[CH:22][C:21]([O:24][CH3:25])=[CH:20][CH:19]=2)[N:12]([CH2:14][CH3:15])[CH:13]=1.C1(O)C=CC=CC=1.BrC[CH2:35][CH2:36][CH2:37][CH2:38][C:39]([O:41]CC)=[O:40]. No catalyst specified. The product is [Cl:1][C:2]1[CH:7]=[C:6]([Cl:8])[CH:5]=[CH:4][C:3]=1[C:9]1[N:10]=[C:11](/[CH:16]=[CH:17]/[C:18]2[CH:19]=[CH:20][C:21]([O:24][CH2:25][CH2:35][CH2:36][CH2:37][CH2:38][C:39]([OH:41])=[O:40])=[CH:22][CH:23]=2)[N:12]([CH2:14][CH3:15])[CH:13]=1. The yield is 0.380. (3) The reactants are [F:1][C:2]([F:15])([F:14])[S:3]([O:6]S(C(F)(F)F)(=O)=O)(=[O:5])=[O:4].[OH:16][C:17]1[C:30]2[C:29](=[O:31])[C:28]3[C:23](=[C:24]([O:32][CH3:33])[CH:25]=[CH:26][CH:27]=3)[O:22][C:21]=2[CH:20]=[C:19](O)[CH:18]=1.N1C=CC=CC=1. The catalyst is C(Cl)Cl. The product is [F:1][C:2]([F:15])([F:14])[S:3]([O:6][C:19]1[CH:18]=[C:17]([OH:16])[C:30]2[C:29](=[O:31])[C:28]3[C:23]([O:22][C:21]=2[CH:20]=1)=[C:24]([O:32][CH3:33])[CH:25]=[CH:26][CH:27]=3)(=[O:5])=[O:4]. The yield is 0.600.